Dataset: Full USPTO retrosynthesis dataset with 1.9M reactions from patents (1976-2016). Task: Predict the reactants needed to synthesize the given product. (1) Given the product [CH3:6][C:7]1[N:12]2[N:13]=[C:14]([CH:16]3[CH2:18][CH:17]3[C:19]([N:3]([O:4][CH3:5])[CH3:2])=[O:20])[N:15]=[C:11]2[C:10]([CH3:22])=[N:9][CH:8]=1, predict the reactants needed to synthesize it. The reactants are: Cl.[CH3:2][NH:3][O:4][CH3:5].[CH3:6][C:7]1[N:12]2[N:13]=[C:14]([CH:16]3[CH2:18][CH:17]3[C:19](Cl)=[O:20])[N:15]=[C:11]2[C:10]([CH3:22])=[N:9][CH:8]=1.O. (2) Given the product [Cl:23][C:17]1[C:18]([N:20]([CH3:21])[CH3:22])=[CH:19][C:14]2[S:1][C:29]3[C:30](=[O:32])[NH:31][C:26]([CH3:34])([CH3:25])[CH2:27][C:28]=3[NH:24][C:15]=2[CH:16]=1, predict the reactants needed to synthesize it. The reactants are: [S:1]([C:14]1[C:15]([NH2:24])=[CH:16][C:17]([Cl:23])=[C:18]([N:20]([CH3:22])[CH3:21])[CH:19]=1)[S:1][C:14]1[C:15]([NH2:24])=[CH:16][C:17]([Cl:23])=[C:18]([N:20]([CH3:21])[CH3:22])[CH:19]=1.[CH3:25][C:26]1([CH3:34])[NH:31][C:30](=[O:32])[CH2:29][C:28](=O)[CH2:27]1. (3) Given the product [Cl:8][C:5]1[CH:6]=[CH:7][C:2]([O:20][C:17]2[CH:18]=[CH:19][C:14]([O:13][CH3:12])=[CH:15][CH:16]=2)=[C:3]([N+:9]([O-:11])=[O:10])[CH:4]=1, predict the reactants needed to synthesize it. The reactants are: Br[C:2]1[CH:7]=[CH:6][C:5]([Cl:8])=[CH:4][C:3]=1[N+:9]([O-:11])=[O:10].[CH3:12][O:13][C:14]1[CH:19]=[CH:18][C:17]([OH:20])=[CH:16][CH:15]=1.C([O-])([O-])=O.[K+].[K+].O. (4) Given the product [Cl:1][C:2]1[CH:3]=[C:4]2[C:9](=[CH:10][CH:11]=1)[CH:8]=[C:7]([S:12]([CH2:15][CH2:16][C:17]([N:19]([CH2:33][CH2:34][C:35]([O:37][CH2:43][CH3:44])=[O:36])[CH:20]1[CH2:25][CH2:24][N:23]([C:26]3[CH:31]=[CH:30][N:29]=[C:28]([CH3:32])[CH:27]=3)[CH2:22][CH2:21]1)=[O:18])(=[O:13])=[O:14])[CH:6]=[CH:5]2, predict the reactants needed to synthesize it. The reactants are: [Cl:1][C:2]1[CH:3]=[C:4]2[C:9](=[CH:10][CH:11]=1)[CH:8]=[C:7]([S:12]([CH2:15][CH2:16][C:17]([N:19]([CH2:33][CH2:34][C:35]([OH:37])=[O:36])[CH:20]1[CH2:25][CH2:24][N:23]([C:26]3[CH:31]=[CH:30][N:29]=[C:28]([CH3:32])[CH:27]=3)[CH2:22][CH2:21]1)=[O:18])(=[O:14])=[O:13])[CH:6]=[CH:5]2.S(=O)(=O)(O)O.[CH2:43](O)[CH3:44]. (5) The reactants are: [C:1](Cl)(=[O:5])[C:2](Cl)=[O:3].C(Cl)Cl.[Si:10]([O:27][C@H:28]([CH3:44])[C@H:29]([NH:39][CH2:40][C@@H:41]([OH:43])[CH3:42])[C:30]1[CH:35]=[C:34]([F:36])[C:33]([F:37])=[C:32]([F:38])[CH:31]=1)([C:23]([CH3:26])([CH3:25])[CH3:24])([C:17]1[CH:22]=[CH:21][CH:20]=[CH:19][CH:18]=1)[C:11]1[CH:16]=[CH:15][CH:14]=[CH:13][CH:12]=1.O. Given the product [Si:10]([O:27][C@H:28]([CH3:44])[C@H:29]([N:39]1[CH2:40][C@H:41]([CH3:42])[O:43][C:2](=[O:3])[C:1]1=[O:5])[C:30]1[CH:35]=[C:34]([F:36])[C:33]([F:37])=[C:32]([F:38])[CH:31]=1)([C:23]([CH3:25])([CH3:26])[CH3:24])([C:11]1[CH:16]=[CH:15][CH:14]=[CH:13][CH:12]=1)[C:17]1[CH:22]=[CH:21][CH:20]=[CH:19][CH:18]=1, predict the reactants needed to synthesize it. (6) The reactants are: [CH2:1]([NH:4][C:5](=[O:25])[CH2:6][CH2:7][CH2:8][N:9]1[C:21]2[C:20]3[CH:19]=[CH:18][CH:17]=[CH:16][C:15]=3[N:14]=[CH:13][C:12]=2[N:11]=[C:10]1[CH2:22][CH2:23][CH3:24])[CH2:2][CH3:3].C1C=C(Cl)C=C(C(OO)=O)C=1.[OH-].[NH4+:38].C1(C)C=CC(S(Cl)(=O)=O)=CC=1. Given the product [NH2:38][C:13]1[C:12]2[N:11]=[C:10]([CH2:22][CH2:23][CH3:24])[N:9]([CH2:8][CH2:7][CH2:6][C:5]([NH:4][CH2:1][CH2:2][CH3:3])=[O:25])[C:21]=2[C:20]2[CH:19]=[CH:18][CH:17]=[CH:16][C:15]=2[N:14]=1, predict the reactants needed to synthesize it. (7) Given the product [NH2:1][C:2]1[C:11]([I:18])=[CH:10][C:5]([C:6]([O:8][CH3:9])=[O:7])=[C:4]([Cl:12])[CH:3]=1.[NH2:1][C:2]1[CH:11]=[CH:10][C:5]([C:6]([O:8][CH3:9])=[O:7])=[C:4]([Cl:12])[C:3]=1[I:18], predict the reactants needed to synthesize it. The reactants are: [NH2:1][C:2]1[CH:11]=[CH:10][C:5]([C:6]([O:8][CH3:9])=[O:7])=[C:4]([Cl:12])[CH:3]=1.C([O-])([O-])=O.[Ca+2].[I:18]I. (8) Given the product [Br:10][CH2:11][CH2:12][CH2:13][O:9][C:3]1[CH:4]=[C:5]([F:8])[CH:6]=[CH:7][C:2]=1[F:1], predict the reactants needed to synthesize it. The reactants are: [F:1][C:2]1[CH:7]=[CH:6][C:5]([F:8])=[CH:4][C:3]=1[OH:9].[Br:10][CH2:11][CH2:12][CH2:13]Br.C(=O)([O-])[O-].[K+].[K+]. (9) Given the product [OH:8][CH:7]1[C:6]2[C:5](=[CH:12][CH:11]=[CH:10][CH:9]=2)[C:4](=[O:13])[N:3]1[CH2:1][CH3:2], predict the reactants needed to synthesize it. The reactants are: [CH2:1]([N:3]1[C:7](=[O:8])[C:6]2=[CH:9][CH:10]=[CH:11][CH:12]=[C:5]2[C:4]1=[O:13])[CH3:2]. (10) Given the product [ClH:16].[Cl:18][CH2:12][C:7]1([NH:6][CH:1]2[CH2:5][CH2:4][CH2:3][CH2:2]2)[CH2:11][CH2:10][CH2:9][CH2:8]1, predict the reactants needed to synthesize it. The reactants are: [CH:1]1([NH:6][C:7]2([CH2:12]O)[CH2:11][CH2:10][CH2:9][CH2:8]2)[CH2:5][CH2:4][CH2:3][CH2:2]1.O=S(Cl)[Cl:16].[ClH:18].